From a dataset of Catalyst prediction with 721,799 reactions and 888 catalyst types from USPTO. Predict which catalyst facilitates the given reaction. (1) Reactant: [F:1][C:2]([F:9])([F:8])[C:3]1[N:4]=[N:5][NH:6][N:7]=1.C(=O)([O-])[O-].[K+].[K+].Br[CH2:17][C:18]([C:20]1[CH:21]=[C:22]([C:32]([O:34][CH3:35])=[O:33])[N:23]([C:25]2[C:30]([Cl:31])=[CH:29][CH:28]=[CH:27][N:26]=2)[CH:24]=1)=[O:19]. Product: [Cl:31][C:30]1[C:25]([N:23]2[CH:24]=[C:20]([C:18](=[O:19])[CH2:17][N:5]3[N:6]=[N:7][C:3]([C:2]([F:9])([F:8])[F:1])=[N:4]3)[CH:21]=[C:22]2[C:32]([O:34][CH3:35])=[O:33])=[N:26][CH:27]=[CH:28][CH:29]=1. The catalyst class is: 10. (2) Product: [Cl:13][C:14]1[N:15]=[C:16]([O:21][CH3:22])[N:17]=[C:18]([NH:10][C:9]2[CH:11]=[CH:12][C:6]([N:1]3[CH:5]=[CH:4][N:3]=[CH:2]3)=[CH:7][CH:8]=2)[N:19]=1. The catalyst class is: 66. Reactant: [N:1]1([C:6]2[CH:12]=[CH:11][C:9]([NH2:10])=[CH:8][CH:7]=2)[CH:5]=[CH:4][N:3]=[CH:2]1.[Cl:13][C:14]1[N:19]=[C:18](Cl)[N:17]=[C:16]([O:21][CH3:22])[N:15]=1. (3) The catalyst class is: 4. Product: [CH3:56][S:57]([O:39][C@H:36]1[CH2:37][CH2:38][C@@H:33]([C:30]2[CH:31]=[CH:32][C:27]([C:23]3[N:22]=[C:21]4[N:40]([CH2:41][O:42][CH2:43][CH2:44][Si:45]([CH3:48])([CH3:47])[CH3:46])[C:18]([O:17][C@@H:16]5[CH2:15][O:14][C@@H:13]6[C@H:9]([O:8][Si:1]([C:4]([CH3:6])([CH3:7])[CH3:5])([CH3:3])[CH3:2])[CH2:10][O:11][C@H:12]56)=[N:19][C:20]4=[CH:25][C:24]=3[Cl:26])=[CH:28][CH:29]=2)[CH2:34][CH2:35]1)(=[O:59])=[O:58]. Reactant: [Si:1]([O:8][C@H:9]1[C@H:13]2[O:14][CH2:15][C@@H:16]([O:17][C:18]3[N:40]([CH2:41][O:42][CH2:43][CH2:44][Si:45]([CH3:48])([CH3:47])[CH3:46])[C:21]4=[N:22][C:23]([C:27]5[CH:32]=[CH:31][C:30]([C@@H:33]6[CH2:38][CH2:37][C@H:36]([OH:39])[CH2:35][CH2:34]6)=[CH:29][CH:28]=5)=[C:24]([Cl:26])[CH:25]=[C:20]4[N:19]=3)[C@H:12]2[O:11][CH2:10]1)([C:4]([CH3:7])([CH3:6])[CH3:5])([CH3:3])[CH3:2].C(N(CC)CC)C.[CH3:56][S:57](Cl)(=[O:59])=[O:58].